Regression. Given two drug SMILES strings and cell line genomic features, predict the synergy score measuring deviation from expected non-interaction effect. From a dataset of NCI-60 drug combinations with 297,098 pairs across 59 cell lines. (1) Drug 1: CC1=CC=C(C=C1)C2=CC(=NN2C3=CC=C(C=C3)S(=O)(=O)N)C(F)(F)F. Drug 2: C(=O)(N)NO. Cell line: BT-549. Synergy scores: CSS=1.53, Synergy_ZIP=-0.132, Synergy_Bliss=-1.58, Synergy_Loewe=-0.828, Synergy_HSA=-2.85. (2) Drug 1: CC1=C2C(C(=O)C3(C(CC4C(C3C(C(C2(C)C)(CC1OC(=O)C(C(C5=CC=CC=C5)NC(=O)OC(C)(C)C)O)O)OC(=O)C6=CC=CC=C6)(CO4)OC(=O)C)OC)C)OC. Drug 2: CC1=C(C(=CC=C1)Cl)NC(=O)C2=CN=C(S2)NC3=CC(=NC(=N3)C)N4CCN(CC4)CCO. Cell line: SK-MEL-5. Synergy scores: CSS=16.6, Synergy_ZIP=-1.92, Synergy_Bliss=-8.18, Synergy_Loewe=-26.4, Synergy_HSA=-8.38.